Dataset: Reaction yield outcomes from USPTO patents with 853,638 reactions. Task: Predict the reaction yield, written as a fraction of the theoretical maximum amount of product (1.0 means a 100% yield; for example, 0.34 means a 34% yield). (1) The reactants are Cl.[CH2:2]([O:9][C:10]1[CH:15]=[CH:14][N:13]([C:16]2[CH:24]=[C:23]3[C:19]([C:20]4[CH2:29][CH2:28][NH:27][CH2:26][C:21]=4[N:22]3[CH3:25])=[CH:18][CH:17]=2)[C:12](=[O:30])[CH:11]=1)[C:3]1[CH:8]=[CH:7][CH:6]=[CH:5][CH:4]=1.[C:31]([N:38]1[CH2:45][CH2:44][CH2:43][C@H:39]1[C:40](O)=[O:41])([O:33][C:34]([CH3:37])([CH3:36])[CH3:35])=[O:32].CN(C(ON1N=NC2C=CC=NC1=2)=[N+](C)C)C.F[P-](F)(F)(F)(F)F.CCN(CC)CC. The catalyst is CN(C=O)C.C(Cl)Cl. The product is [CH2:2]([O:9][C:10]1[CH:15]=[CH:14][N:13]([C:16]2[CH:24]=[C:23]3[C:19]([C:20]4[CH2:29][CH2:28][N:27]([C:40]([C@@H:39]5[CH2:43][CH2:44][CH2:45][N:38]5[C:31]([O:33][C:34]([CH3:37])([CH3:36])[CH3:35])=[O:32])=[O:41])[CH2:26][C:21]=4[N:22]3[CH3:25])=[CH:18][CH:17]=2)[C:12](=[O:30])[CH:11]=1)[C:3]1[CH:4]=[CH:5][CH:6]=[CH:7][CH:8]=1. The yield is 0.780. (2) The reactants are [OH:1][C:2]1[CH:10]=[C:9]([O:11][CH3:12])[CH:8]=[CH:7][C:3]=1[C:4]([OH:6])=O.C(N(C(C)C)CC)(C)C.Cl[C:23](OCC)=[O:24].[F:28][C:29]1[CH:36]=[C:35]([Br:37])[CH:34]=[CH:33][C:30]=1[CH2:31][NH2:32]. The catalyst is O1CCCC1.C(OCC)(=O)C. The product is [Br:37][C:35]1[CH:34]=[CH:33][C:30]([CH2:31][N:32]2[C:4](=[O:6])[C:3]3[CH:7]=[CH:8][C:9]([O:11][CH3:12])=[CH:10][C:2]=3[O:1][C:23]2=[O:24])=[C:29]([F:28])[CH:36]=1. The yield is 0.360.